This data is from Forward reaction prediction with 1.9M reactions from USPTO patents (1976-2016). The task is: Predict the product of the given reaction. (1) Given the reactants [Li+].CC([N-]C(C)C)C.[CH:9]([N:12]([C:20]1[S:21][CH:22]=[CH:23][N:24]=1)[C:13](=[O:19])[O:14][C:15]([CH3:18])([CH3:17])[CH3:16])([CH3:11])[CH3:10].[CH2:25]([Sn:29](Cl)([CH2:34][CH2:35][CH2:36][CH3:37])[CH2:30][CH2:31][CH2:32][CH3:33])[CH2:26][CH2:27][CH3:28], predict the reaction product. The product is: [CH:9]([N:12]([C:20]1[S:21][C:22]([Sn:29]([CH2:30][CH2:31][CH2:32][CH3:33])([CH2:34][CH2:35][CH2:36][CH3:37])[CH2:25][CH2:26][CH2:27][CH3:28])=[CH:23][N:24]=1)[C:13](=[O:19])[O:14][C:15]([CH3:18])([CH3:16])[CH3:17])([CH3:11])[CH3:10]. (2) Given the reactants [CH2:1]([O:8][C@@H:9]1[C@@H:14]([O:15][CH2:16][C:17]2[CH:22]=[CH:21][CH:20]=[CH:19][CH:18]=2)[C@H:13]([O:23][CH2:24][C:25]2[CH:30]=[CH:29][CH:28]=[CH:27][CH:26]=2)[C@@H:12]([CH2:31][O:32][CH2:33][C:34]2[CH:39]=[CH:38][CH:37]=[CH:36][CH:35]=2)[O:11][C@H:10]1[C:40]1[CH:45]=[C:44]([CH2:46][C:47]2[CH:52]=[CH:51][C:50](Br)=[CH:49][CH:48]=2)[C:43]([CH3:54])=[CH:42][C:41]=1[O:55][CH2:56][C:57]1[CH:62]=[CH:61][CH:60]=[CH:59][CH:58]=1)[C:2]1[CH:7]=[CH:6][CH:5]=[CH:4][CH:3]=1.[C:63]([O:66]C=C)(=[O:65])[CH3:64].[CH3:69][C:70]1C(P(C2C(C)=CC=CC=2)C2C(C)=CC=CC=2)=CC=CC=1.C(N(CC)CC)C, predict the reaction product. The product is: [CH2:1]([O:8][C@@H:9]1[C@@H:14]([O:15][CH2:16][C:17]2[CH:22]=[CH:21][CH:20]=[CH:19][CH:18]=2)[C@H:13]([O:23][CH2:24][C:25]2[CH:30]=[CH:29][CH:28]=[CH:27][CH:26]=2)[C@@H:12]([CH2:31][O:32][CH2:33][C:34]2[CH:39]=[CH:38][CH:37]=[CH:36][CH:35]=2)[O:11][C@H:10]1[C:40]1[CH:45]=[C:44]([CH2:46][C:47]2[CH:52]=[CH:51][C:50](/[CH:69]=[CH:70]/[CH2:64][C:63]([OH:66])=[O:65])=[CH:49][CH:48]=2)[C:43]([CH3:54])=[CH:42][C:41]=1[O:55][CH2:56][C:57]1[CH:62]=[CH:61][CH:60]=[CH:59][CH:58]=1)[C:2]1[CH:7]=[CH:6][CH:5]=[CH:4][CH:3]=1. (3) The product is: [CH:22]12[CH2:30][CH:26]3[CH2:25][CH:24]([CH2:29][CH:28]([CH2:27]3)[CH2:21]1)[CH2:23]2. Given the reactants C1(=O)OC(=O)C=C1.C12CC(CC1)C=C2.C(O[C:21]1(C)[CH:28]2[CH2:29][CH:24]3[CH2:25][CH:26]([CH2:30][CH:22]1[CH2:23]3)[CH2:27]2)(=O)C(C)=C.CC(N=NC(C#N)(C)C)(C#N)C, predict the reaction product. (4) Given the reactants [C:1]([N:8]1[CH2:13][CH2:12][CH:11]([C:14]2[CH:19]=[CH:18][C:17]([C:20](O)=[O:21])=[CH:16][CH:15]=2)[CH2:10][CH2:9]1)([O:3][C:4]([CH3:7])([CH3:6])[CH3:5])=[O:2].B.C1COCC1, predict the reaction product. The product is: [C:4]([O:3][C:1]([N:8]1[CH2:13][CH2:12][CH:11]([C:14]2[CH:15]=[CH:16][C:17]([CH2:20][OH:21])=[CH:18][CH:19]=2)[CH2:10][CH2:9]1)=[O:2])([CH3:7])([CH3:5])[CH3:6]. (5) The product is: [O:1]=[S:2]1(=[O:22])[C:6]2[CH:7]=[CH:8][CH:9]=[CH:10][C:5]=2[S:4](=[O:12])(=[O:11])[N:3]1[C:13]1[CH:21]=[CH:20][C:16]([C:17]([Cl:26])=[O:18])=[CH:15][CH:14]=1. Given the reactants [O:1]=[S:2]1(=[O:22])[C:6]2[CH:7]=[CH:8][CH:9]=[CH:10][C:5]=2[S:4](=[O:12])(=[O:11])[N:3]1[C:13]1[CH:21]=[CH:20][C:16]([C:17](O)=[O:18])=[CH:15][CH:14]=1.C(Cl)(=O)C([Cl:26])=O.CN(C=O)C, predict the reaction product. (6) Given the reactants [ClH:1].[CH3:2][CH:3]1[CH2:8][N:7](C(OC(C)(C)C)=O)[CH2:6][CH2:5][N:4]1[C:16]([O:18][CH:19]([CH3:21])[CH3:20])=[O:17], predict the reaction product. The product is: [ClH:1].[CH3:2][CH:3]1[CH2:8][NH:7][CH2:6][CH2:5][N:4]1[C:16]([O:18][CH:19]([CH3:21])[CH3:20])=[O:17].